This data is from Full USPTO retrosynthesis dataset with 1.9M reactions from patents (1976-2016). The task is: Predict the reactants needed to synthesize the given product. (1) Given the product [Cl:1][C:2]1[CH:3]=[CH:4][C:5]([O:23][CH2:32][CH2:31][C:28]2[CH:29]=[CH:30][C:25]([CH3:24])=[CH:26][CH:27]=2)=[C:6]([CH:22]=1)[C:7]([NH:9][C@H:10]([C:12]1[CH:21]=[CH:20][C:15]([C:16]([O:18][CH3:19])=[O:17])=[CH:14][CH:13]=1)[CH3:11])=[O:8], predict the reactants needed to synthesize it. The reactants are: [Cl:1][C:2]1[CH:3]=[CH:4][C:5]([OH:23])=[C:6]([CH:22]=1)[C:7]([NH:9][C@H:10]([C:12]1[CH:21]=[CH:20][C:15]([C:16]([O:18][CH3:19])=[O:17])=[CH:14][CH:13]=1)[CH3:11])=[O:8].[CH3:24][C:25]1[CH:30]=[CH:29][C:28]([CH2:31][CH2:32]O)=[CH:27][CH:26]=1. (2) Given the product [Cl:1][C:2]1[C:11]2[CH2:10][CH2:9][CH:8]([CH2:12][O:13][CH3:14])[CH2:7][C:6]=2[N:5]=[CH:4][N:3]=1, predict the reactants needed to synthesize it. The reactants are: [Cl:1][C:2]1[C:11]2[CH2:10][CH2:9][CH:8]([CH2:12][OH:13])[CH2:7][C:6]=2[N:5]=[CH:4][N:3]=1.[C:14](=O)([O-])[O-].[K+].[K+]. (3) Given the product [CH2:2]([N:9]([CH2:10][CH2:11][CH2:12][NH:13][S:14]([C:17]1[CH:18]=[CH:19][CH:20]=[CH:21][CH:22]=1)(=[O:15])=[O:16])[CH2:23][CH2:24][CH2:25][NH:26][S:27]([C:30]1[CH:35]=[CH:34][CH:33]=[CH:32][CH:31]=1)(=[O:29])=[O:28])[C:3]1[CH:8]=[CH:7][CH:6]=[CH:5][CH:4]=1, predict the reactants needed to synthesize it. The reactants are: Cl.[CH2:2]([N:9]([CH2:23][CH2:24][CH2:25][NH:26][S:27]([C:30]1[CH:35]=[CH:34][CH:33]=[CH:32][CH:31]=1)(=[O:29])=[O:28])[CH2:10][CH2:11][CH2:12][NH:13][S:14]([C:17]1[CH:22]=[CH:21][CH:20]=[CH:19][CH:18]=1)(=[O:16])=[O:15])[C:3]1[CH:8]=[CH:7][CH:6]=[CH:5][CH:4]=1.[OH-].[Na+].[Na+].[Cl-]. (4) Given the product [F:27][C:2]([F:1])([F:26])[C:3]1[CH:4]=[CH:5][C:6]([O:9][C:10]2[CH:11]=[CH:12][C:13]([O:16][C:17]([N:19]3[CH2:20][CH2:21][CH:22]([O:25][N:28]4[CH:32]=[CH:31][CH:30]=[N:29]4)[CH2:23][CH2:24]3)=[O:18])=[CH:14][CH:15]=2)=[N:7][CH:8]=1, predict the reactants needed to synthesize it. The reactants are: [F:1][C:2]([F:27])([F:26])[C:3]1[CH:4]=[CH:5][C:6]([O:9][C:10]2[CH:15]=[CH:14][C:13]([O:16][C:17]([N:19]3[CH2:24][CH2:23][CH:22]([OH:25])[CH2:21][CH2:20]3)=[O:18])=[CH:12][CH:11]=2)=[N:7][CH:8]=1.[N:28]1(O)[CH:32]=[CH:31][CH:30]=[N:29]1. (5) Given the product [Cl:21][C:11]1[CH:12]=[C:13]2[C:8](=[C:9]([CH3:22])[CH:10]=1)[N:7]=[C:6]([N:24]1[CH2:29][CH2:28][CH2:27][CH2:26][CH2:25]1)[C:5]([C:3]([OH:2])=[O:4])=[C:14]2[C:15]1[CH:20]=[CH:19][CH:18]=[CH:17][CH:16]=1, predict the reactants needed to synthesize it. The reactants are: C[O:2][C:3]([C:5]1[C:6](Cl)=[N:7][C:8]2[C:13]([C:14]=1[C:15]1[CH:20]=[CH:19][CH:18]=[CH:17][CH:16]=1)=[CH:12][C:11]([Cl:21])=[CH:10][C:9]=2[CH3:22])=[O:4].[NH:24]1[CH2:29][CH2:28][CH2:27][CH2:26][CH2:25]1.